This data is from Peptide-MHC class I binding affinity with 185,985 pairs from IEDB/IMGT. The task is: Regression. Given a peptide amino acid sequence and an MHC pseudo amino acid sequence, predict their binding affinity value. This is MHC class I binding data. (1) The peptide sequence is SLISDQLLM. The MHC is HLA-B07:02 with pseudo-sequence HLA-B07:02. The binding affinity (normalized) is 0. (2) The peptide sequence is RTSKAALER. The MHC is HLA-B42:01 with pseudo-sequence HLA-B42:01. The binding affinity (normalized) is 0. (3) The peptide sequence is LIVNSVLLFL. The binding affinity (normalized) is 0.526. The MHC is HLA-A68:02 with pseudo-sequence HLA-A68:02.